Dataset: Forward reaction prediction with 1.9M reactions from USPTO patents (1976-2016). Task: Predict the product of the given reaction. (1) Given the reactants [C:1]([NH:4][C@H:5]1[CH2:9][CH2:8][NH:7][CH2:6]1)(=[O:3])[CH3:2].[Cl:10][C:11]1[N:20]=[C:19](Cl)[C:18]2[C:13](=[CH:14][C:15]([C:22]([F:25])([F:24])[F:23])=[CH:16][CH:17]=2)[N:12]=1, predict the reaction product. The product is: [Cl:10][C:11]1[N:20]=[C:19]([N:7]2[CH2:8][CH2:9][C@H:5]([NH:4][C:1](=[O:3])[CH3:2])[CH2:6]2)[C:18]2[C:13](=[CH:14][C:15]([C:22]([F:23])([F:24])[F:25])=[CH:16][CH:17]=2)[N:12]=1. (2) Given the reactants [CH:1]1[CH:2]=[CH:3][C:4]([CH:7]([N:15]2[CH2:20][CH2:19][N:18]([CH2:21][CH2:22][O:23][CH2:24][C:25]([OH:27])=[O:26])[CH2:17][CH2:16]2)[C:8]2[CH:9]=[CH:10][C:11]([Cl:14])=[CH:12][CH:13]=2)=[CH:5][CH:6]=1, predict the reaction product. The product is: [CH:1]1[CH:2]=[CH:3][C:4]([CH:7]([N:15]2[CH2:20][CH2:19][N:18]([CH2:21][CH2:22][O:23][CH2:24][C:25]([OH:27])=[O:26])[CH2:17][CH2:16]2)[C:8]2[CH:9]=[CH:10][C:11]([Cl:14])=[CH:12][CH:13]=2)=[CH:5][CH:6]=1.[ClH:14].[ClH:14].